This data is from Full USPTO retrosynthesis dataset with 1.9M reactions from patents (1976-2016). The task is: Predict the reactants needed to synthesize the given product. (1) Given the product [OH:25][CH2:24][CH2:23][C:22]([NH:21][C:2]1[CH:3]=[C:4]([CH:15]=[CH:16][C:17]=1[N+:18]([O-:20])=[O:19])[C:5]([O:7][CH2:8][C:9]1[CH:14]=[CH:13][CH:12]=[CH:11][CH:10]=1)=[O:6])([CH3:27])[CH3:26], predict the reactants needed to synthesize it. The reactants are: F[C:2]1[CH:3]=[C:4]([CH:15]=[CH:16][C:17]=1[N+:18]([O-:20])=[O:19])[C:5]([O:7][CH2:8][C:9]1[CH:14]=[CH:13][CH:12]=[CH:11][CH:10]=1)=[O:6].[NH2:21][C:22]([CH3:27])([CH3:26])[CH2:23][CH2:24][OH:25].C(=O)([O-])[O-].[K+].[K+]. (2) Given the product [CH2:1]([O:8][C:9]([N:11]1[CH:15]([C:16](=[O:35])[NH:17][C:18]2[S:19][CH:20]=[C:21]([C:23]3[CH:28]=[CH:27][C:26]([C:29](=[O:34])[NH:30][CH:31]4[CH2:32][CH2:33]4)=[CH:25][CH:24]=3)[N:22]=2)[CH2:14][S:13][C@@H:12]1[C:36]1[CH:41]=[CH:40][C:39]([C:42]([OH:44])=[O:43])=[CH:38][CH:37]=1)=[O:10])[C:2]1[CH:3]=[CH:4][CH:5]=[CH:6][CH:7]=1, predict the reactants needed to synthesize it. The reactants are: [CH2:1]([O:8][C:9]([N:11]1[CH:15]([C:16](=[O:35])[NH:17][C:18]2[S:19][CH:20]=[C:21]([C:23]3[CH:28]=[CH:27][C:26]([C:29](=[O:34])[NH:30][CH:31]4[CH2:33][CH2:32]4)=[CH:25][CH:24]=3)[N:22]=2)[CH2:14][S:13][C@@H:12]1[C:36]1[CH:41]=[CH:40][C:39]([C:42]([O:44]C)=[O:43])=[CH:38][CH:37]=1)=[O:10])[C:2]1[CH:7]=[CH:6][CH:5]=[CH:4][CH:3]=1.[OH-].[Li+]. (3) The reactants are: Cl.Cl.[CH3:3][O:4][CH2:5][CH2:6][N:7]1[CH2:11][C@@H:10]([C:12]2[CH:17]=[CH:16][CH:15]=[CH:14][CH:13]=2)[C@H:9]([NH2:18])[CH2:8]1.C(N(CC)CC)C.[C:26](Cl)(=[O:37])[O:27][C:28]1[CH:33]=[CH:32][C:31]([N+:34]([O-:36])=[O:35])=[CH:30][CH:29]=1. Given the product [CH3:3][O:4][CH2:5][CH2:6][N:7]1[CH2:11][C@@H:10]([C:12]2[CH:17]=[CH:16][CH:15]=[CH:14][CH:13]=2)[C@H:9]([NH:18][C:26](=[O:37])[O:27][C:28]2[CH:29]=[CH:30][C:31]([N+:34]([O-:36])=[O:35])=[CH:32][CH:33]=2)[CH2:8]1, predict the reactants needed to synthesize it. (4) Given the product [CH2:10]([O:9][C:8]([N:7]1[CH2:6][C:5]2[CH:16]=[CH:17][CH:18]=[CH:19][C:4]=2[N:1]=[C:14]([NH2:15])[CH2:13]1)=[O:12])[CH3:11], predict the reactants needed to synthesize it. The reactants are: [N+:1]([C:4]1[CH:19]=[CH:18][CH:17]=[CH:16][C:5]=1[CH2:6][N:7]([CH2:13][C:14]#[N:15])[C:8](=[O:12])[O:9][CH2:10][CH3:11])([O-])=O.CO.C(Cl)Cl. (5) Given the product [F:1][C:2]1[CH:7]=[CH:6][CH:5]=[CH:4][C:3]=1[C:8]1[C:16]2[C:11](=[CH:12][CH:13]=[C:14]([C:17]3[S:18][C:41]([NH:40][CH2:39][CH2:38][CH2:37][NH2:36])=[N:20][N:21]=3)[CH:15]=2)[NH:10][CH:9]=1, predict the reactants needed to synthesize it. The reactants are: [F:1][C:2]1[CH:7]=[CH:6][CH:5]=[CH:4][C:3]=1[C:8]1[C:16]2[C:11](=[CH:12][CH:13]=[C:14]([C:17]3[S:18]C(S(C)(=O)=O)=[N:20][N:21]=3)[CH:15]=2)[N:10](S(C2C=CC(C)=CC=2)(=O)=O)[CH:9]=1.[NH2:36][CH2:37][CH2:38][CH2:39][NH:40][C:41](=O)OC(C)(C)C. (6) The reactants are: [NH2:1][C:2]1[C:7]([F:8])=[C:6]([Cl:9])[N:5]=[C:4]([C:10]([O:12][CH3:13])=[O:11])[C:3]=1I.[CH2:15]([Sn](CCCC)(CCCC)/C=C/C)[CH2:16][CH2:17]C. Given the product [NH2:1][C:2]1[C:7]([F:8])=[C:6]([Cl:9])[N:5]=[C:4]([C:10]([O:12][CH3:13])=[O:11])[C:3]=1/[CH:15]=[CH:16]\[CH3:17], predict the reactants needed to synthesize it.